From a dataset of Catalyst prediction with 721,799 reactions and 888 catalyst types from USPTO. Predict which catalyst facilitates the given reaction. (1) Reactant: [OH:1][C:2]1([C:15]2[S:42][C:18]3[N:19]=[CH:20][N:21]=[C:22]([C:23]4[CH:28]=[CH:27][CH:26]=[C:25]([NH:29][C:30](=[O:41])[C:31]5[CH:36]=[CH:35][CH:34]=[C:33]([C:37]([F:40])([F:39])[F:38])[CH:32]=5)[CH:24]=4)[C:17]=3[CH:16]=2)[CH2:7][CH2:6][N:5](C(OC(C)(C)C)=O)[CH2:4][CH2:3]1.C(O)(C(F)(F)F)=O. Product: [OH:1][C:2]1([C:15]2[S:42][C:18]3[N:19]=[CH:20][N:21]=[C:22]([C:23]4[CH:24]=[C:25]([NH:29][C:30](=[O:41])[C:31]5[CH:36]=[CH:35][CH:34]=[C:33]([C:37]([F:40])([F:38])[F:39])[CH:32]=5)[CH:26]=[CH:27][CH:28]=4)[C:17]=3[CH:16]=2)[CH2:3][CH2:4][NH:5][CH2:6][CH2:7]1. The catalyst class is: 2. (2) Reactant: O[CH2:2][C:3]#[N:4].[CH:5]([NH:8][CH:9]1[CH2:13][CH2:12][CH2:11][CH2:10]1)([CH3:7])[CH3:6]. Product: [CH:9]1([N:8]([CH2:2][C:3]#[N:4])[CH:5]([CH3:7])[CH3:6])[CH2:13][CH2:12][CH2:11][CH2:10]1. The catalyst class is: 97.